This data is from Forward reaction prediction with 1.9M reactions from USPTO patents (1976-2016). The task is: Predict the product of the given reaction. (1) Given the reactants [CH3:1][C@H:2]([CH2:5][S:6][C:7]1[CH:12]=[CH:11][CH:10]=[CH:9][C:8]=1[OH:13])[CH2:3][OH:4].[OH-].[Na+].[CH3:16][O:17][CH2:18]Cl, predict the reaction product. The product is: [CH3:1][C@H:2]([CH2:5][S:6][C:7]1[CH:12]=[CH:11][CH:10]=[CH:9][C:8]=1[O:13][CH2:16][O:17][CH3:18])[CH2:3][OH:4]. (2) Given the reactants [C:1]([O:5][C:6]([NH:8][C:9]1[N:10]=[CH:11][S:12][C:13]=1[C:14]([OH:16])=O)=[O:7])([CH3:4])([CH3:3])[CH3:2].[F:17][C:18]1([F:28])[O:22][C:21]2[CH:23]=[CH:24][C:25]([NH2:27])=[CH:26][C:20]=2[O:19]1.C(N(CC)CC)C.F[P-](F)(F)(F)(F)F.N1(O[P+](N2CCCC2)(N2CCCC2)N2CCCC2)C2C=CC=CC=2N=N1, predict the reaction product. The product is: [F:28][C:18]1([F:17])[O:22][C:21]2[CH:23]=[CH:24][C:25]([NH:27][C:14]([C:13]3[S:12][CH:11]=[N:10][C:9]=3[NH:8][C:6](=[O:7])[O:5][C:1]([CH3:2])([CH3:3])[CH3:4])=[O:16])=[CH:26][C:20]=2[O:19]1. (3) Given the reactants [F:1][C:2]([F:17])([S:13]([O-:16])(=[O:15])=[O:14])[C:3]([F:12])([F:11])[C:4]([F:10])([F:9])[C:5]([F:8])([F:7])[F:6].[OH:18][C:19]1[CH:24]=[CH:23][C:22]([S+:25]([C:32]2[CH:37]=[CH:36][C:35]([OH:38])=[CH:34][CH:33]=2)[C:26]2[CH:31]=[CH:30][CH:29]=[CH:28][CH:27]=2)=[CH:21][CH:20]=1.C[C:40]([CH3:42])=[O:41].C(=O)([O-])[O-].[K+].[K+].[C:49](OC(=O)C)(=[O:51])[CH3:50], predict the reaction product. The product is: [F:17][C:2]([F:1])([S:13]([O-:16])(=[O:15])=[O:14])[C:3]([F:11])([F:12])[C:4]([F:10])([F:9])[C:5]([F:8])([F:7])[F:6].[C:49]([O:18][C:19]1[CH:24]=[CH:23][C:22]([S+:25]([C:32]2[CH:33]=[CH:34][C:35]([O:38][C:40](=[O:41])[CH3:42])=[CH:36][CH:37]=2)[C:26]2[CH:31]=[CH:30][CH:29]=[CH:28][CH:27]=2)=[CH:21][CH:20]=1)(=[O:51])[CH3:50]. (4) The product is: [NH2:37][C@@H:13]([CH2:12][C:9]1[CH:10]=[CH:11][C:6]([O:5][C:1]([CH3:4])([CH3:3])[CH3:2])=[CH:7][CH:8]=1)[C:14]([N:16]([C@@H:28]([CH3:36])[CH:29]([O:33][CH2:34][CH3:35])[O:30][CH2:31][CH3:32])[CH2:17][C:18]1[C:27]2[C:22](=[CH:23][CH:24]=[CH:25][CH:26]=2)[CH:21]=[CH:20][CH:19]=1)=[O:15]. Given the reactants [C:1]([O:5][C:6]1[CH:11]=[CH:10][C:9]([CH2:12][C@H:13]([NH:37]C(=O)OCC2C3C=CC=CC=3C3C2=CC=CC=3)[C:14]([N:16]([C@@H:28]([CH3:36])[CH:29]([O:33][CH2:34][CH3:35])[O:30][CH2:31][CH3:32])[CH2:17][C:18]2[C:27]3[C:22](=[CH:23][CH:24]=[CH:25][CH:26]=3)[CH:21]=[CH:20][CH:19]=2)=[O:15])=[CH:8][CH:7]=1)([CH3:4])([CH3:3])[CH3:2].N1CCCCC1, predict the reaction product.